Dataset: Full USPTO retrosynthesis dataset with 1.9M reactions from patents (1976-2016). Task: Predict the reactants needed to synthesize the given product. (1) Given the product [NH:7]1[C:2]2[CH:3]=[CH:4][CH:5]=[CH:6][C:1]=2[N:8]=[C:9]1[CH2:10][OH:11], predict the reactants needed to synthesize it. The reactants are: [C:1]1([NH2:8])[C:2]([NH2:7])=[CH:3][CH:4]=[CH:5][CH:6]=1.[C:9](O)(=O)[CH2:10][OH:11].[OH-].[Na+]. (2) Given the product [C:21]([C:18]1([C:15]2[CH:14]=[CH:13][C:12]([NH:11][C:2]3[CH:3]=[C:4]([CH:8]=[CH:9][N:10]=3)[C:5]([OH:7])=[O:6])=[N:17][CH:16]=2)[CH2:20][CH2:19]1)#[N:22], predict the reactants needed to synthesize it. The reactants are: Cl[C:2]1[CH:3]=[C:4]([CH:8]=[CH:9][N:10]=1)[C:5]([OH:7])=[O:6].[NH2:11][C:12]1[N:17]=[CH:16][C:15]([C:18]2([C:21]#[N:22])[CH2:20][CH2:19]2)=[CH:14][CH:13]=1.C([O-])([O-])=O.[K+].[K+].